From a dataset of Forward reaction prediction with 1.9M reactions from USPTO patents (1976-2016). Predict the product of the given reaction. (1) Given the reactants Cl.[NH:2]1[CH2:7][CH2:6][CH2:5][CH:4]([C:8]2[CH:23]=[CH:22][C:11]([O:12][C:13]3[CH:21]=[CH:20][C:16]([C:17]([NH2:19])=[O:18])=[CH:15][N:14]=3)=[CH:10][CH:9]=2)[CH2:3]1.[CH:24]1([CH:30]=O)[CH2:29][CH2:28][CH2:27][CH2:26][CH2:25]1.[BH4-].[Na+], predict the reaction product. The product is: [CH:24]1([CH2:30][N:2]2[CH2:7][CH2:6][CH2:5][CH:4]([C:8]3[CH:9]=[CH:10][C:11]([O:12][C:13]4[CH:21]=[CH:20][C:16]([C:17]([NH2:19])=[O:18])=[CH:15][N:14]=4)=[CH:22][CH:23]=3)[CH2:3]2)[CH2:29][CH2:28][CH2:27][CH2:26][CH2:25]1. (2) Given the reactants [CH3:1][O:2][CH2:3][C:4]#[C:5][C:6]1[CH:11]=[C:10]([C:12]([OH:14])=[O:13])[CH:9]=[CH:8][C:7]=1[C:15]1[CH:20]=[CH:19][CH:18]=[CH:17][C:16]=1[CH3:21], predict the reaction product. The product is: [CH3:1][O:2][CH2:3][CH2:4][CH2:5][C:6]1[CH:11]=[C:10]([C:12]([OH:14])=[O:13])[CH:9]=[CH:8][C:7]=1[C:15]1[CH:20]=[CH:19][CH:18]=[CH:17][C:16]=1[CH3:21]. (3) Given the reactants C(OC([N:6]1[CH2:11][CH2:10][CH:9](/[CH:12]=[CH:13]/[C:14]2[CH:19]=[CH:18][CH:17]=[CH:16][C:15]=2[O:20][CH2:21][CH:22]2[CH2:27][CH2:26][CH2:25][CH2:24][CH2:23]2)[CH2:8][CH2:7]1)=O)=C.Cl.CO, predict the reaction product. The product is: [CH:22]1([CH2:21][O:20][C:15]2[CH:16]=[CH:17][CH:18]=[CH:19][C:14]=2/[CH:13]=[CH:12]/[CH:9]2[CH2:10][CH2:11][NH:6][CH2:7][CH2:8]2)[CH2:23][CH2:24][CH2:25][CH2:26][CH2:27]1. (4) Given the reactants C1(N2CCC3(CCNC3)C2)CC1.OC(C(F)(F)F)=O.[F:20][C:21]([F:37])([F:36])[CH2:22][NH:23][CH2:24][C:25]1[CH:26]=[C:27]2[C:32](=[CH:33][CH:34]=1)[C@H:31]([NH2:35])[CH2:30][CH2:29][CH2:28]2.FC(F)(F)CNCC1C=C2C(=CC=1)[C@H](NC(=O)OC(C)(C)C)CCC2, predict the reaction product. The product is: [F:20][C:21]([F:36])([F:37])[CH2:22][NH:23][CH2:24][C:25]1[CH:26]=[C:27]2[C:32](=[CH:33][CH:34]=1)[C@H:31]([NH2:35])[CH2:30][CH2:29][CH2:28]2. (5) The product is: [CH3:17][C:4]1[C:3]([C:18]2[CH:23]=[CH:22][CH:21]=[CH:20][CH:19]=2)=[C:2]([N:24]2[CH2:29][CH2:28][NH:27][CH2:26][CH2:25]2)[N:7]2[C:8]3[N:14]=[CH:13][CH:12]=[CH:11][C:9]=3[N:10]=[C:6]2[C:5]=1[C:15]#[N:16]. Given the reactants Cl[C:2]1[N:7]2[C:8]3[N:14]=[CH:13][CH:12]=[CH:11][C:9]=3[N:10]=[C:6]2[C:5]([C:15]#[N:16])=[C:4]([CH3:17])[C:3]=1[C:18]1[CH:23]=[CH:22][CH:21]=[CH:20][CH:19]=1.[NH:24]1[CH2:29][CH2:28][NH:27][CH2:26][CH2:25]1.C(N(CC)CC)C, predict the reaction product. (6) Given the reactants C([O:3][C:4](=[O:20])[C@@H:5]([O:18][CH3:19])[CH2:6][C:7]1[CH:12]=[CH:11][C:10]([O:13][CH2:14][CH2:15][CH2:16]Br)=[CH:9][CH:8]=1)C.[CH:21]1[C:33]2[CH2:32][C:31]3[C:26](=[CH:27][CH:28]=[CH:29][CH:30]=3)[C:25]=2[CH:24]=[CH:23][C:22]=1[OH:34].[OH-].[Na+], predict the reaction product. The product is: [CH:21]1[C:33]2[CH2:32][C:31]3[C:26](=[CH:27][CH:28]=[CH:29][CH:30]=3)[C:25]=2[CH:24]=[CH:23][C:22]=1[O:34][CH2:16][CH2:15][CH2:14][O:13][C:10]1[CH:9]=[CH:8][C:7]([CH2:6][C@H:5]([O:18][CH3:19])[C:4]([OH:3])=[O:20])=[CH:12][CH:11]=1.